This data is from Forward reaction prediction with 1.9M reactions from USPTO patents (1976-2016). The task is: Predict the product of the given reaction. (1) Given the reactants [I:1][C:2]1[CH:7]=[CH:6][C:5]([OH:8])=[CH:4][CH:3]=1.[Cl:9][C:10]1[CH:15]=[C:14]([C:16]([F:19])([F:18])[F:17])[CH:13]=[CH:12][C:11]=1F.C(=O)([O-])[O-].[K+].[K+].C(OCC)(=O)C, predict the reaction product. The product is: [Cl:9][C:10]1[CH:15]=[C:14]([C:16]([F:17])([F:18])[F:19])[CH:13]=[CH:12][C:11]=1[O:8][C:5]1[CH:6]=[CH:7][C:2]([I:1])=[CH:3][CH:4]=1. (2) Given the reactants [Cl:1][C:2]1[C:11]2[C:6](=[CH:7][CH:8]=[C:9]([Cl:12])[N:10]=2)[N:5]=[CH:4][C:3]=1[C:13](=[O:16])[CH2:14][OH:15].N1C=CN=C1.[Si:22](Cl)([C:25]([CH3:28])([CH3:27])[CH3:26])([CH3:24])[CH3:23].C([O-])(O)=O.[Na+], predict the reaction product. The product is: [Si:22]([O:15][CH2:14][C:13]([C:3]1[CH:4]=[N:5][C:6]2[C:11]([C:2]=1[Cl:1])=[N:10][C:9]([Cl:12])=[CH:8][CH:7]=2)=[O:16])([C:25]([CH3:28])([CH3:27])[CH3:26])([CH3:24])[CH3:23]. (3) Given the reactants [C:1]([NH:4][C:5]1[C:19]([CH3:20])=[CH:18][C:8]([O:9][CH2:10][CH2:11][CH2:12][C:13]([O:15][CH2:16][CH3:17])=[O:14])=[CH:7][C:6]=1[NH2:21])(=O)[CH3:2].OS(O)(=O)=O, predict the reaction product. The product is: [CH3:2][C:1]1[NH:21][C:6]2[CH:7]=[C:8]([O:9][CH2:10][CH2:11][CH2:12][C:13]([O:15][CH2:16][CH3:17])=[O:14])[CH:18]=[C:19]([CH3:20])[C:5]=2[N:4]=1. (4) Given the reactants [CH:1]1([C:4]2[CH:8]=[C:7]([N:9]3[CH2:36][CH2:35][C:12]4[N:13]=[C:14]([C:24]5[C:32]([CH3:33])=[CH:31][CH:30]=[C:29]6[C:25]=5[C:26]([CH3:34])=[N:27][NH:28]6)[N:15]=[C:16]([N:17]5[CH2:20][CH:19]([O:21][CH2:22][CH3:23])[CH2:18]5)[C:11]=4[CH2:10]3)[N:6]([CH3:37])[N:5]=2)[CH2:3][CH2:2]1.[Cl:38]N1C(=O)CCC1=O, predict the reaction product. The product is: [Cl:38][C:8]1[C:4]([CH:1]2[CH2:2][CH2:3]2)=[N:5][N:6]([CH3:37])[C:7]=1[N:9]1[CH2:36][CH2:35][C:12]2[N:13]=[C:14]([C:24]3[C:32]([CH3:33])=[CH:31][CH:30]=[C:29]4[C:25]=3[C:26]([CH3:34])=[N:27][NH:28]4)[N:15]=[C:16]([N:17]3[CH2:18][CH:19]([O:21][CH2:22][CH3:23])[CH2:20]3)[C:11]=2[CH2:10]1. (5) Given the reactants [H-].[Na+].[O:3]1[C:7]2[CH:8]=[CH:9][CH:10]=[CH:11][C:6]=2[N:5]=[C:4]1[NH:12][C:13](=[O:25])[CH2:14][C:15]1[CH:20]=[CH:19][C:18]([S:21]([CH3:24])(=[O:23])=[O:22])=[CH:17][CH:16]=1.[Cl:26][C:27]1[CH:34]=[CH:33][CH:32]=[CH:31][C:28]=1[CH2:29]Br, predict the reaction product. The product is: [O:3]1[C:7]2[CH:8]=[CH:9][CH:10]=[CH:11][C:6]=2[N:5]=[C:4]1[NH:12][C:13](=[O:25])[CH:14]([C:15]1[CH:20]=[CH:19][C:18]([S:21]([CH3:24])(=[O:22])=[O:23])=[CH:17][CH:16]=1)[CH2:29][C:28]1[CH:31]=[CH:32][CH:33]=[CH:34][C:27]=1[Cl:26].